Dataset: TCR-epitope binding with 47,182 pairs between 192 epitopes and 23,139 TCRs. Task: Binary Classification. Given a T-cell receptor sequence (or CDR3 region) and an epitope sequence, predict whether binding occurs between them. (1) The epitope is KLPDDFTGCV. The TCR CDR3 sequence is CASSQVNGNSYYNEQFF. Result: 1 (the TCR binds to the epitope). (2) The epitope is NYSGVVTTVMF. The TCR CDR3 sequence is CASSESNPTGSWPQHF. Result: 0 (the TCR does not bind to the epitope). (3) The epitope is NEGVKAAW. The TCR CDR3 sequence is CASSLGGGGATDTQYF. Result: 0 (the TCR does not bind to the epitope).